Dataset: Catalyst prediction with 721,799 reactions and 888 catalyst types from USPTO. Task: Predict which catalyst facilitates the given reaction. (1) Reactant: [Br:1][C:2]1[CH:3]=[C:4]([C:8]([C:10]2[CH:11]=[CH:12][C:13]([O:16]C)=[N:14][CH:15]=2)=[CH2:9])[CH:5]=[CH:6][CH:7]=1.Cl.[NH+]1C=CC=CC=1. Product: [Br:1][C:2]1[CH:3]=[C:4]([C:8]([C:10]2[CH:11]=[CH:12][C:13](=[O:16])[NH:14][CH:15]=2)=[CH2:9])[CH:5]=[CH:6][CH:7]=1. The catalyst class is: 4. (2) Reactant: Br[CH:2]([CH2:8][CH2:9][CH:10](Br)[C:11]([O:13][CH2:14][CH3:15])=[O:12])[C:3]([O:5][CH2:6][CH3:7])=[O:4].[CH3:17][O:18][C:19]1[CH:25]=[CH:24][CH:23]=[CH:22][C:20]=1[NH2:21]. Product: [CH3:17][O:18][C:19]1[CH:25]=[CH:24][CH:23]=[CH:22][C:20]=1[N:21]1[C@H:2]([C:3]([O:5][CH2:6][CH3:7])=[O:4])[CH2:8][CH2:9][C@@H:10]1[C:11]([O:13][CH2:14][CH3:15])=[O:12]. The catalyst class is: 11. (3) Reactant: [C:1]([C:3]1[CH:4]=[C:5]([NH:9][C:10]([N:12]2[CH2:17][CH2:16][N:15]([C:18](=[O:26])[C:19]3[CH:24]=[CH:23][CH:22]=[C:21]([F:25])[CH:20]=3)[CH2:14][CH2:13]2)=[O:11])[CH:6]=[CH:7][CH:8]=1)#[N:2].C([O-])([O-])=[O:28].[K+].[K+].C(N)(N)=O.OO. Product: [C:1]([C:3]1[CH:4]=[C:5]([NH:9][C:10]([N:12]2[CH2:13][CH2:14][N:15]([C:18](=[O:26])[C:19]3[CH:24]=[CH:23][CH:22]=[C:21]([F:25])[CH:20]=3)[CH2:16][CH2:17]2)=[O:11])[CH:6]=[CH:7][CH:8]=1)(=[O:28])[NH2:2]. The catalyst class is: 95. (4) Reactant: [NH2:1][C:2]1[N:3]=[C:4]([NH:17][CH:18]2[CH2:23][CH2:22][N:21]([S:24]([CH2:27][CH2:28][CH2:29][C:30]#[N:31])(=[O:26])=[O:25])[CH2:20][CH2:19]2)[S:5][C:6]=1[C:7]([C:9]1[C:14]([F:15])=[CH:13][CH:12]=[CH:11][C:10]=1[F:16])=[O:8].[N-:32]=[N+:33]=[N-:34].[Na+].[Cl-].[NH4+].O. Product: [NH2:1][C:2]1[N:3]=[C:4]([NH:17][CH:18]2[CH2:19][CH2:20][N:21]([S:24]([CH2:27][CH2:28][CH2:29][C:30]3[NH:34][N:33]=[N:32][N:31]=3)(=[O:25])=[O:26])[CH2:22][CH2:23]2)[S:5][C:6]=1[C:7]([C:9]1[C:14]([F:15])=[CH:13][CH:12]=[CH:11][C:10]=1[F:16])=[O:8]. The catalyst class is: 3. (5) Reactant: O1CCC[CH2:2]1.[OH:6][CH:7]1[CH2:12][CH2:11][N:10]([C:13]([O:15][CH2:16][C:17]2[CH:22]=[CH:21][CH:20]=[CH:19][CH:18]=2)=[O:14])[CH2:9][CH2:8]1.[H-].[Na+].CI. Product: [CH3:2][O:6][CH:7]1[CH2:8][CH2:9][N:10]([C:13]([O:15][CH2:16][C:17]2[CH:22]=[CH:21][CH:20]=[CH:19][CH:18]=2)=[O:14])[CH2:11][CH2:12]1. The catalyst class is: 13. (6) Reactant: [CH3:1][C:2]1[CH:7]=[CH:6][C:5]([C:8]2[CH:13]=[C:12]([C:14]([OH:23])([C:19]([F:22])([F:21])[F:20])[C:15]([F:18])([F:17])[F:16])[CH:11]=[C:10]([C:24]([O:26]C(C)(C)C)=[O:25])[CH:9]=2)=[CH:4][CH:3]=1.FC(F)(F)C(O)=O. Product: [CH3:1][C:2]1[CH:3]=[CH:4][C:5]([C:8]2[CH:13]=[C:12]([C:14]([OH:23])([C:19]([F:20])([F:21])[F:22])[C:15]([F:17])([F:18])[F:16])[CH:11]=[C:10]([C:24]([OH:26])=[O:25])[CH:9]=2)=[CH:6][CH:7]=1. The catalyst class is: 2. (7) Reactant: [CH:1]([C:14]1[CH:19]=[CH:18][CH:17]=[C:16]([C:20]2[CH:25]=[CH:24][CH:23]=[C:22]([C:26]([CH3:29])([CH3:28])[CH3:27])[C:21]=2[O:30]CC2C=CC=CC=2)[N:15]=1)([C:8]1[CH:13]=[CH:12][CH:11]=[CH:10][CH:9]=1)[C:2]1[CH:7]=[CH:6][CH:5]=[CH:4][CH:3]=1. Product: [CH:1]([C:14]1[N:15]=[C:16]([C:20]2[CH:25]=[CH:24][CH:23]=[C:22]([C:26]([CH3:28])([CH3:27])[CH3:29])[C:21]=2[OH:30])[CH:17]=[CH:18][CH:19]=1)([C:2]1[CH:7]=[CH:6][CH:5]=[CH:4][CH:3]=1)[C:8]1[CH:9]=[CH:10][CH:11]=[CH:12][CH:13]=1. The catalyst class is: 29. (8) Reactant: [S:1]1[CH2:5][CH2:4][CH2:3][CH2:2]1.[CH2:6]([Br:15])[C:7]([C:9]1[CH:14]=[CH:13][CH:12]=[CH:11][CH:10]=1)=[O:8]. Product: [Br-:15].[CH2:6]([S+:1]1[CH2:5][CH2:4][CH2:3][CH2:2]1)[C:7]([C:9]1[CH:14]=[CH:13][CH:12]=[CH:11][CH:10]=1)=[O:8]. The catalyst class is: 10. (9) Reactant: Cl[C:2]1C=CC=CC=1C1C=CN=CC=1N(CCS(C)(=O)=O)C(=O)C1C=C(C(F)(F)F)C=C(C(F)(F)F)C=1.[C:37]([O:41][C:42](=[O:52])[NH:43][C:44]1[C:45]([Cl:51])=[N:46][CH:47]=[CH:48][C:49]=1[I:50])([CH3:40])([CH3:39])[CH3:38].CI. Product: [C:37]([O:41][C:42](=[O:52])[N:43]([C:44]1[C:45]([Cl:51])=[N:46][CH:47]=[CH:48][C:49]=1[I:50])[CH3:2])([CH3:40])([CH3:38])[CH3:39]. The catalyst class is: 243. (10) Reactant: [Br:1][C:2]1[CH:3]=[C:4]2[C:8](=[CH:9][CH:10]=1)[NH:7][C:6](=[O:11])[CH:5]2[CH3:12].[N+](C1C=C(B(O)O)C=CC=1)([O-])=O.C(=O)([O-])[O-].[K+].[K+].[Cl-].[NH4+]. Product: [Br:1][C:2]1[CH:10]=[CH:9][C:8]2[C:4](=[C:5]([CH3:12])[C:6](=[O:11])[N:7]=2)[CH:3]=1. The catalyst class is: 437.